Predict the product of the given reaction. From a dataset of Forward reaction prediction with 1.9M reactions from USPTO patents (1976-2016). (1) The product is: [CH2:1]([C:3]1[C:11]2[C:6](=[CH:7][C:8]([C:12]([N:29]([O:30][CH3:31])[CH3:28])=[O:14])=[CH:9][CH:10]=2)[NH:5][N:4]=1)[CH3:2]. Given the reactants [CH2:1]([C:3]1[C:11]2[C:6](=[CH:7][C:8]([C:12]([OH:14])=O)=[CH:9][CH:10]=2)[NH:5][N:4]=1)[CH3:2].Cl.CN(C)CCCN=C=NCC.Cl.[CH3:28][NH:29][O:30][CH3:31].CN(C)C=O, predict the reaction product. (2) Given the reactants C(=O)(OCC)[O:2][C:3]1[CH:8]=[CH:7][C:6]([S:9]([N:12]2[C:21]3[C:16](=[CH:17][CH:18]=[C:19]([Br:22])[CH:20]=3)[NH:15][C:14](=[O:23])[C@@H:13]2[CH2:24][CH3:25])(=[O:11])=[O:10])=[CH:5][CH:4]=1.I[CH2:31][CH3:32].C([C@@H]1N(S(C2C=CC(O)=CC=2)(=O)=O)C2C(=CC=C(F)C=2)N(CCC)C1=O)C, predict the reaction product. The product is: [Br:22][C:19]1[CH:20]=[C:21]2[C:16](=[CH:17][CH:18]=1)[N:15]([CH2:31][CH3:32])[C:14](=[O:23])[C@H:13]([CH2:24][CH3:25])[N:12]2[S:9]([C:6]1[CH:7]=[CH:8][C:3]([OH:2])=[CH:4][CH:5]=1)(=[O:11])=[O:10]. (3) Given the reactants [NH2:1][C:2]1[CH:7]=[CH:6][C:5]([C:8]2[CH2:12][CH2:11][N:10]([C:13](=[O:26])[CH2:14][C:15]3[CH:20]=[C:19]([O:21][CH3:22])[C:18]([O:23][CH3:24])=[CH:17][C:16]=3[Cl:25])[N:9]=2)=[CH:4][CH:3]=1.Cl[C:28]([O:30][C:31]1[CH:36]=[CH:35][C:34]([N+:37]([O-:39])=[O:38])=[CH:33][CH:32]=1)=[O:29].Cl, predict the reaction product. The product is: [N+:37]([C:34]1[CH:33]=[CH:32][C:31]([O:30][C:28](=[O:29])[NH:1][C:2]2[CH:3]=[CH:4][C:5]([C:8]3[CH2:12][CH2:11][N:10]([C:13](=[O:26])[CH2:14][C:15]4[CH:20]=[C:19]([O:21][CH3:22])[C:18]([O:23][CH3:24])=[CH:17][C:16]=4[Cl:25])[N:9]=3)=[CH:6][CH:7]=2)=[CH:36][CH:35]=1)([O-:39])=[O:38]. (4) The product is: [BrH:35].[F:1][C:2]1[CH:7]=[CH:6][C:5]([N:8]2[C:16]3[C:11](=[CH:12][CH:13]=[CH:14][CH:15]=3)[C:10]([CH2:17][CH2:18][CH2:19][CH2:20][N:21]3[CH2:22][CH2:23][C:24]4([C:34]5[C:29](=[CH:30][CH:31]=[CH:32][CH:33]=5)[CH2:28][O:27]4)[CH2:25][CH2:26]3)=[CH:9]2)=[CH:4][CH:3]=1. Given the reactants [F:1][C:2]1[CH:7]=[CH:6][C:5]([N:8]2[C:16]3[C:11](=[CH:12][CH:13]=[CH:14][CH:15]=3)[C:10]([CH2:17][CH2:18][CH2:19][CH2:20][N:21]3[CH2:26][CH2:25][C:24]4([C:34]5[C:29](=[CH:30][CH:31]=[CH:32][CH:33]=5)[CH2:28][O:27]4)[CH2:23][CH2:22]3)=[CH:9]2)=[CH:4][CH:3]=1.[BrH:35], predict the reaction product. (5) Given the reactants C(OC(C1SC(C2C=CC(O)=CC=2)=NC=1C)=O)C.[CH3:19][O:20][C:21]([C:23]1[CH:24]=[CH:25][C:26]2[CH:30]=[C:29]([C:31]3[CH:36]=[CH:35][C:34]([O:37]C)=[CH:33][CH:32]=3)[S:28][C:27]=2[CH:39]=1)=[O:22], predict the reaction product. The product is: [CH3:19][O:20][C:21]([C:23]1[CH:24]=[CH:25][C:26]2[CH:30]=[C:29]([C:31]3[CH:36]=[CH:35][C:34]([OH:37])=[CH:33][CH:32]=3)[S:28][C:27]=2[CH:39]=1)=[O:22]. (6) The product is: [CH2:1]([O:5][CH2:6][CH2:7][O:8][C:9]1[CH:10]=[CH:11][C:12]([C:15]2[CH:16]=[CH:17][C:18]3[N:24]([CH2:25][CH2:26][CH3:27])[CH2:23][CH2:22][C:21]([C:28]([NH:30][C:31]4[CH:32]=[CH:33][C:34]([S:37]([CH2:38][C:39]5[N:43]([CH2:44][CH2:45][CH2:46][CH3:47])[CH:42]=[N:41][N:40]=5)=[O:57])=[CH:35][CH:36]=4)=[O:29])=[CH:20][C:19]=3[CH:48]=2)=[CH:13][CH:14]=1)[CH2:2][CH2:3][CH3:4]. Given the reactants [CH2:1]([O:5][CH2:6][CH2:7][O:8][C:9]1[CH:14]=[CH:13][C:12]([C:15]2[CH:16]=[CH:17][C:18]3[N:24]([CH2:25][CH2:26][CH3:27])[CH2:23][CH2:22][C:21]([C:28]([NH:30][C:31]4[CH:36]=[CH:35][C:34]([S:37][CH2:38][C:39]5[N:43]([CH2:44][CH2:45][CH2:46][CH3:47])[CH:42]=[N:41][N:40]=5)=[CH:33][CH:32]=4)=[O:29])=[CH:20][C:19]=3[CH:48]=2)=[CH:11][CH:10]=1)[CH2:2][CH2:3][CH3:4].ClC1C=CC=C(C(OO)=[O:57])C=1.S([O-])([O-])(=O)=S.[Na+].[Na+], predict the reaction product.